From a dataset of Catalyst prediction with 721,799 reactions and 888 catalyst types from USPTO. Predict which catalyst facilitates the given reaction. (1) Reactant: C([N:8]1[CH2:12][C@H:11]([CH3:13])[C@@:10]([CH3:19])([C:14]([O:16][CH2:17][CH3:18])=[O:15])[CH2:9]1)C1C=CC=CC=1.Cl[C:21]([O:23][CH2:24][C:25]1[CH:30]=[CH:29][CH:28]=[CH:27][CH:26]=1)=[O:22]. Product: [CH2:24]([O:23][C:21]([N:8]1[CH2:12][C@H:11]([CH3:13])[C@@:10]([CH3:19])([C:14]([O:16][CH2:17][CH3:18])=[O:15])[CH2:9]1)=[O:22])[C:25]1[CH:30]=[CH:29][CH:28]=[CH:27][CH:26]=1. The catalyst class is: 4. (2) Reactant: [CH3:1][C:2]1[CH:7]=[C:6]([O:8][CH2:9][CH:10]2[CH2:14][CH2:13][CH2:12][O:11]2)[CH:5]=[C:4]([CH3:15])[C:3]=1[C:16]1[CH:24]=[CH:23][C:22]([F:25])=[C:21]2[C:17]=1[CH2:18][CH2:19][C@H:20]2[O:26][C:27]1[CH:40]=[CH:39][C:30]2[C@H:31]([CH2:34][C:35]([O:37]C)=[O:36])[CH2:32][O:33][C:29]=2[CH:28]=1. Product: [CH3:15][C:4]1[CH:5]=[C:6]([O:8][CH2:9][CH:10]2[CH2:14][CH2:13][CH2:12][O:11]2)[CH:7]=[C:2]([CH3:1])[C:3]=1[C:16]1[CH:24]=[CH:23][C:22]([F:25])=[C:21]2[C:17]=1[CH2:18][CH2:19][C@H:20]2[O:26][C:27]1[CH:40]=[CH:39][C:30]2[C@H:31]([CH2:34][C:35]([OH:37])=[O:36])[CH2:32][O:33][C:29]=2[CH:28]=1. The catalyst class is: 32.